This data is from Full USPTO retrosynthesis dataset with 1.9M reactions from patents (1976-2016). The task is: Predict the reactants needed to synthesize the given product. Given the product [C:1]([C:3]1[CH:8]=[CH:7][CH:6]=[CH:5][C:4]=1[C:9]1[CH:10]=[CH:11][C:12](/[CH:15]=[CH:16]/[C@@H:17]2[C@H:25]3[C@:21]([CH:28]([O:33][CH3:34])[C:29]([NH2:38])=[O:31])([C:22](=[O:27])[O:23][C@@H:24]3[CH3:26])[CH2:20][C:19]([F:36])([F:35])[C@H:18]2[CH3:37])=[N:13][CH:14]=1)#[N:2], predict the reactants needed to synthesize it. The reactants are: [C:1]([C:3]1[CH:8]=[CH:7][CH:6]=[CH:5][C:4]=1[C:9]1[CH:10]=[CH:11][C:12](/[CH:15]=[CH:16]/[C@@H:17]2[C@H:25]3[C@:21]([CH:28]([O:33][CH3:34])[C:29]([O:31]C)=O)([C:22](=[O:27])[O:23][C@@H:24]3[CH3:26])[CH2:20][C:19]([F:36])([F:35])[C@H:18]2[CH3:37])=[N:13][CH:14]=1)#[N:2].[NH3:38].